Dataset: Forward reaction prediction with 1.9M reactions from USPTO patents (1976-2016). Task: Predict the product of the given reaction. (1) Given the reactants CC1C=CC(S(O[CH2:12][C:13]2([CH2:31][OH:32])[O:18][C:17]3[CH:19]=[CH:20][C:21]([N+:23]([O-:25])=[O:24])=[CH:22][C:16]=3[N:15]3[C:26](=[O:30])[N:27]([CH3:29])[N:28]=[C:14]23)(=O)=O)=CC=1.C([Li])CCC, predict the reaction product. The product is: [CH3:29][N:27]1[C:26](=[O:30])[N:15]2[C:16]3[CH:22]=[C:21]([N+:23]([O-:25])=[O:24])[CH:20]=[CH:19][C:17]=3[O:18][C:13]3([CH2:12][O:32][CH2:31]3)[C:14]2=[N:28]1. (2) Given the reactants [N+:1]([C:4]1[CH:5]=[C:6]([CH:10]=[CH:11][C:12]=1[CH2:13][S:14][C:15]([C:28]1[CH:33]=[CH:32][CH:31]=[CH:30][CH:29]=1)([C:22]1[CH:27]=[CH:26][CH:25]=[CH:24][CH:23]=1)[C:16]1[CH:21]=[CH:20][CH:19]=[CH:18][CH:17]=1)[C:7]([OH:9])=[O:8])([O-])=O.O.O.Cl[Sn]Cl, predict the reaction product. The product is: [NH2:1][C:4]1[CH:5]=[C:6]([CH:10]=[CH:11][C:12]=1[CH2:13][S:14][C:15]([C:16]1[CH:21]=[CH:20][CH:19]=[CH:18][CH:17]=1)([C:22]1[CH:23]=[CH:24][CH:25]=[CH:26][CH:27]=1)[C:28]1[CH:33]=[CH:32][CH:31]=[CH:30][CH:29]=1)[C:7]([OH:9])=[O:8]. (3) Given the reactants Cl[C:2]1[CH:7]=[C:6]([Cl:8])[N:5]=[C:4]([CH3:9])[N:3]=1.[F:10][C:11]([F:29])([F:28])[C:12]1[CH:17]=[CH:16][CH:15]=[CH:14][C:13]=1[CH2:18][NH:19][C:20]([CH:22]1[CH2:27][CH2:26][NH:25][CH2:24][CH2:23]1)=[O:21].[OH-].[Na+], predict the reaction product. The product is: [Cl:8][C:6]1[N:5]=[C:4]([CH3:9])[N:3]=[C:2]([N:25]2[CH2:26][CH2:27][CH:22]([C:20]([NH:19][CH2:18][C:13]3[CH:14]=[CH:15][CH:16]=[CH:17][C:12]=3[C:11]([F:10])([F:28])[F:29])=[O:21])[CH2:23][CH2:24]2)[CH:7]=1. (4) The product is: [F:1][CH2:2][CH2:3][N:4]1[C:8]([C:9]([OH:11])=[O:10])=[CH:7][CH:6]=[N:5]1. Given the reactants [F:1][CH2:2][CH2:3][N:4]1[C:8]([C:9]([O:11]CC)=[O:10])=[CH:7][CH:6]=[N:5]1.[OH-].[Na+], predict the reaction product. (5) Given the reactants [NH2:1][C:2]1[N:6]([CH:7]2[CH2:12][CH2:11][CH2:10][N:9]([C:13]#[N:14])[CH2:8]2)[N:5]=[C:4](C2C=CC(OC3C=CC(Cl)=C(C)C=3)=CC=2)[C:3]=1[C:30]([NH2:32])=[O:31].[CH3:33][C:34]1[CH:39]=[CH:38][C:37]([OH:40])=[CH:36][CH:35]=1, predict the reaction product. The product is: [NH2:1][C:2]1[N:6]([CH:7]2[CH2:12][CH2:11][CH2:10][N:9]([C:13]#[N:14])[CH2:8]2)[N:5]=[C:4]([C:34]2[CH:39]=[CH:38][C:37]([O:40][C:37]3[CH:38]=[CH:39][C:34]([CH3:33])=[CH:35][CH:36]=3)=[CH:36][CH:35]=2)[C:3]=1[C:30]([NH2:32])=[O:31]. (6) Given the reactants [CH3:1][C:2]1[N:6]2[CH:7]=[C:8]([CH2:11]O)[CH:9]=[CH:10][C:5]2=[N:4][C:3]=1[CH:13]([CH3:15])[CH3:14].P(Br)(Br)[Br:17], predict the reaction product. The product is: [Br:17][CH2:11][C:8]1[CH:9]=[CH:10][C:5]2[N:6]([C:2]([CH3:1])=[C:3]([CH:13]([CH3:15])[CH3:14])[N:4]=2)[CH:7]=1. (7) Given the reactants [NH2:1][C:2]1[C:7]([O:8][CH3:9])=[CH:6][C:5]([Br:10])=[CH:4][C:3]=1[CH2:11][OH:12], predict the reaction product. The product is: [NH2:1][C:2]1[C:7]([O:8][CH3:9])=[CH:6][C:5]([Br:10])=[CH:4][C:3]=1[CH:11]=[O:12]. (8) Given the reactants [N:1]([C:4]1[CH:5]=[CH:6][C:7]([CH3:28])=[C:8]([C:10]([C:12]2[CH:17]=[CH:16][C:15]([NH:18][C:19]3[CH:24]=[CH:23][C:22]([F:25])=[CH:21][C:20]=3[F:26])=[CH:14][C:13]=2[Cl:27])=[O:11])[CH:9]=1)=[N+:2]=[N-:3].[CH3:29][C:30]([NH2:34])([CH3:33])[C:31]#[CH:32], predict the reaction product. The product is: [NH2:34][C:30]([C:31]1[N:3]=[N:2][N:1]([C:4]2[CH:5]=[CH:6][C:7]([CH3:28])=[C:8]([C:10]([C:12]3[CH:17]=[CH:16][C:15]([NH:18][C:19]4[CH:24]=[CH:23][C:22]([F:25])=[CH:21][C:20]=4[F:26])=[CH:14][C:13]=3[Cl:27])=[O:11])[CH:9]=2)[CH:32]=1)([CH3:33])[CH3:29].